Predict which catalyst facilitates the given reaction. From a dataset of Catalyst prediction with 721,799 reactions and 888 catalyst types from USPTO. Reactant: [N+:1]([C:4]1[CH:9]=[CH:8][C:7]([C:10]2[S:11][C:12]3[CH:18]=[C:17]([O:19]C)[CH:16]=[CH:15][C:13]=3[N:14]=2)=[CH:6][CH:5]=1)([O-:3])=[O:2].B(Br)(Br)Br. Product: [N+:1]([C:4]1[CH:5]=[CH:6][C:7]([C:10]2[S:11][C:12]3[CH:18]=[C:17]([OH:19])[CH:16]=[CH:15][C:13]=3[N:14]=2)=[CH:8][CH:9]=1)([O-:3])=[O:2]. The catalyst class is: 2.